This data is from Drug-target binding data from BindingDB using Ki measurements. The task is: Regression. Given a target protein amino acid sequence and a drug SMILES string, predict the binding affinity score between them. We predict pKi (pKi = -log10(Ki in M); higher means stronger inhibition). Dataset: bindingdb_ki. (1) The compound is CC(C)CN(C[C@@H](O)[C@H](Cc1ccccc1)NC(=O)O[C@H]1CCOC1)S(=O)(=O)c1ccc(N)cc1. The target protein sequence is PQITLWQRPIVTVKIGGQLKEALLDTGADDTVIEDINLPGKWKPKMIGGIGGFVKVRQYDQIHIEICGKKAIGTVLVGPTPVNIIGRNMLTQIGCTLNF. The pKi is 8.8. (2) The drug is C[C@@H](NC(=O)c1ccco1)C(=O)N1CCN(CCCOc2ccc(C(=O)C3CC3)cc2)CC1. The target protein sequence is MERAPPDGLMNASGTLAGEAAAAGGARGFSAAWTAVLAALMALLIVATVLGNALVMLAFVADSSLRTQNNFFLLNLAISDFLVGAFCIPLYVPYVLTGRWTFGRGLCKLWLVVDYLLCASSVFNIVLISYDRFLSVTRAVSYRAQQGDTRRAVRKMALVWVLAFLLYGPAILSWEYLSGGSSIPEGHCYAEFFYNWYFLITASTLEFFTPFLSVTFFNLSIYLNIQRRTRLRLDGGREAGPEPPPDAQPSPPPAPPSCWGCWPKGHGEAMPLHRGSKPSASSASLEKRMKMVSQSITQRFRLSRDKKVAKSLAIIVSIFGLCWAPYTLLMIIRAACHGRCIPDY. The pKi is 9.1. (3) The small molecule is CCCCCCCCCCCCCC(=O)N[C@H](C(=O)N[C@H](C(=O)N[C@H](C(=O)N[C@@H](Cc1ccc(O)cc1)C(=O)N[C@@H](CCCCN)C(=O)N[C@@H](Cc1ccccc1)C(=O)O)[C@@H](C)O)C(C)C)[C@@H](C)O. The target protein (P22141) has sequence MDIILGIRVQDSVILASSKAVTRGISVLKDSDDKTRQLSPHTLMSFAGEAGDTVQFAEYIQANIQLYSIREDYELSPQAVSSFVRQELAKSIRSRRPYQVNVLIGGYDKKKNKPELYQIDYLGTKVELPYGAHGYSGFYTFSLLDHHYRPDMTTEEGLDLLKLCVQELEKRMPMDFKGVIVKIVDKDGIRQVDDFQAQ. The pKi is 4.1. (4) The drug is CN[C@@H](C)C(=O)N[C@H](C(=O)N1CC[C@H]2CC[C@H](NC(=O)C(c3ccccc3)c3ccccc3)[C@H]21)C(C)(C)C. The target protein sequence is MQTHAARMRTFMYWPSSVPVQPEQLAAAGFYYVGRNDDVKCFSCDGGLRCWESGDDPWVEHAKWFPGCEFLIRMKGQEYINNIHLTHSL. The pKi is 6.9. (5) The small molecule is Cc1ccccc1-c1nc2ccc(-c3ccc(Cl)cc3)cc2c(=O)n1CC1CCCN(CCF)C1. The target protein sequence is MWNATRSEELGPNLTLPDLDWDAAPDNDSLTDELPPLFPAPLLAGVTATCVALFVVGIAGNLLTMLVVSRFRELRTTTNLYLSSMAFSDLLIFLCMPLDLVRLWHYRPWNLGDLLCKLFQFVSESCTYASVLTITALSVERYFAICFPLRAKVVITKGRVKLVVLAIWAVAFCSAWPIFMLVGVEHENGTDPRDTNECRATEFAVRSGLLTIMVWVSSIFFFLPVFCLTVLYSLIGRKLWRRRRSEVVVGASLRDQNHKQTVKMLAVVVFAFVLCWLPFHVGRYLFSKSFEPGSVEIAQISQYCNLVSFVLFYFSAAINPILYNIMSKKYRVAVFKLLGFEPFSQRKLSTLKDESSRAWTESSINT. The pKi is 7.8. (6) The drug is CC(=O)N[C@@H](CC(C)C)[C@@H]1N[C@@H](C(=O)O)C[C@H]1C=C(F)F. The target protein (P06820) has sequence MNPNQKIITIGSVSLTIATVCFLMQIAILVTTVTLHFKQHECDSPASNQVMPCEPIIIERNITEIVYLNNTTIEKEICPKVVEYRNWSKPQCQITGFAPFSKDNSIRLSAGGDIWVTREPYVSCDPVKCYQFALGQGTTLDNKHSNDTVHDRIPHRTLLMNELGVPFHLGTRQVCIAWSSSSCHDGKAWLHVCITGDDKNATASFIYDGRLVDSIGSWSQNILRTQESECVCINGTCTVVMTDGSASGRADTRILFIEEGKIVHISPLAGSAQHVEECSCYPRYPGVRCICRDNWKGSNRPVVDINMEDYSIDSSYVCSGLVGDTPRNDDRSSNSNCRNPNNERGTQGVKGWAFDNGNDLWMGRTISKDLRSGYETFKVIGGWSTPNSKSQINRQVIVDSDNRSGYSGIFSVEGKSCINRCFYVELIRGRKQETRVWWTSNSIVVFCGTSGTYGTGSWPDGANINFMPI. The pKi is 6.4. (7) The compound is COc1ccc(C[C@H]2c3cc(OC)c(OC)cc3CC[N+]2(C)C)cc1OC. The target protein (P70605) has sequence MDTSGHFHDSGVGDLDEDPKCPCPSSGDEQQQQQQPPPPSAPPAVPQQPPGPLLQPQPPQLQQQQQQQQQQQQQQQQQQQAPLHPLPQLAQLQSQLVHPGLLHSSPTAFRAPNSANSTAILHPSSRQGSQLNLNDHLLGHSPSSTATSGPGGGSRHRQASPLVHRRDSNPFTEIAMSSCKYSGGVMKPLSRLSASRRNLIEAEPEGQPLQLFSPSNPPEIIISSREDNHAHQTLLHHPNATHNHQHAGTTAGSTTFPKANKRKNQNIGYKLGHRRALFEKRKRLSDYALIFGMFGIVVMVIETELSWGLYSKDSMFSLALKCLISLSTIILLGLIIAYHTREVQLFVIDNGADDWRIAMTYERILYISLEMLVCAIHPIPGEYKFFWTARLAFSYTPSRAEADVDIILSIPMFLRLYLIARVMLLHSKLFTDASSRSIGALNKINFNTRFVMKTLMTICPGTVLLVFSISLWIIAAWTVRVCERYHDQQDVTSNFLGAMW.... The pKi is 5.8. (8) The pKi is 5.5. The target protein sequence is MAEVGGTIPRSNRELQRCVLLTTTIMSIPGVNASFSSTPERLNSPVTIPAVMFIFGVVGNLVAIVVLCKSRKEQKETTFYTLVCGLAVTDLLGTLLVSPVTIATYMKGQWPGDQALCDYSTFILLFFGLSGLSIICAMSIERYLAINHAYFYSHYVDKRLAGLTLFAIYASNVLFCALPNMGLGRSERQYPGTWCFIDWTTNVTAYAAFSYMYAGFSSFLILATVLCNVLVCGALLRMHRQFMRRTSLGTEQHHAAAAAAVASVACRGHAGASPALQRLSDFRRRRSFRRIAGAEIQMVILLIATSLVVLICSIPLVVRVFINQLYQPNVVKDISRNPDLQAIRIASVNPILDPWIYILLRKTVLSKAIEKIKCLFCRIGGSGRDSSAQHCSESRRTSSAMSGHSRSFLARELKEISSTSQTLLYLPDLTESSLGGRNLLPGSHGMGLTQADTTSLRTLRISETSDSSQGQDSESVLLVDEVSGSHREEPASKGNSLQVT.... The small molecule is O=C(O)CCc1cccc(N2C(=O)CC[C@@H]2/C=C/[C@@H](O)Cc2cccc(Cl)c2)c1. (9) The compound is COCCNC(=O)c1c(NC(=O)c2c(F)cccc2C(F)(F)F)sc2c1CCOC2. The target protein sequence is MKSILDGLADTTFRTITTDLLYVGSNDIQYEDIKGDMASKLGYFPQKFPLTSFRGSPFQEKMTAGDNSPLVPAGDTTNITEFYNKSLSSFKENEENIQCGENFMDMECFMILNPSQQLAIAVLSLTLGTFTVLENLLVLCVILHSRSLRCRPSYHFIGSLAVADLLGSVIFVYSFVDFHVFHRKDSPNVFLFKLGGVTASFTASVGSLFLTAIDRYISIHRPLAYKRIVTRPKAVVAFCLMWTIAIVIAVLPLLGWNCKKLQSVCSDIFPLIDETYLMFWIGVTSVLLLFIVYAYMYILWKAHSHAVRMIQRGTQKSIIIHTSEDGKVQVTRPDQARMDIRLAKTLVLILVVLIICWGPLLAIMVYDVFGKMNKLIKTVFAFCSMLCLLNSTVNPIIYALRSKDLRHAFRSMFPSCEGTAQPLDNSMGDSDCLHKHANNTASMHRAAESCIKSTVKIAKVTMSVSTDTSAEAL. The pKi is 4.5. (10) The small molecule is O=C([O-])COc1cccc(CC2CCCC=C2c2nc(-c3ccccc3)c(-c3ccccc3)o2)c1. The target protein (Q13258) has sequence MKSPFYRCQNTTSVEKGNSAVMGGVLFSTGLLGNLLALGLLARSGLGWCSRRPLRPLPSVFYMLVCGLTVTDLLGKCLLSPVVLAAYAQNRSLRVLAPALDNSLCQAFAFFMSFFGLSSTLQLLAMALECWLSLGHPFFYRRHITLRLGALVAPVVSAFSLAFCALPFMGFGKFVQYCPGTWCFIQMVHEEGSLSVLGYSVLYSSLMALLVLATVLCNLGAMRNLYAMHRRLQRHPRSCTRDCAEPRADGREASPQPLEELDHLLLLALMTVLFTMCSLPVIYRAYYGAFKDVKEKNRTSEEAEDLRALRFLSVISIVDPWIFIIFRSPVFRIFFHKIFIRPLRYRSRCSNSTNMESSL. The pKi is 6.0.